This data is from NCI-60 drug combinations with 297,098 pairs across 59 cell lines. The task is: Regression. Given two drug SMILES strings and cell line genomic features, predict the synergy score measuring deviation from expected non-interaction effect. (1) Drug 1: C1CN1C2=NC(=NC(=N2)N3CC3)N4CC4. Drug 2: B(C(CC(C)C)NC(=O)C(CC1=CC=CC=C1)NC(=O)C2=NC=CN=C2)(O)O. Cell line: OVCAR3. Synergy scores: CSS=77.1, Synergy_ZIP=1.29, Synergy_Bliss=1.06, Synergy_Loewe=0.330, Synergy_HSA=2.90. (2) Drug 1: CC12CCC3C(C1CCC2=O)CC(=C)C4=CC(=O)C=CC34C. Drug 2: C1C(C(OC1N2C=C(C(=O)NC2=O)F)CO)O. Cell line: M14. Synergy scores: CSS=32.2, Synergy_ZIP=-6.89, Synergy_Bliss=-2.04, Synergy_Loewe=-11.7, Synergy_HSA=0.0170. (3) Drug 1: C1=NC2=C(N1)C(=S)N=C(N2)N. Drug 2: C1CN1P(=S)(N2CC2)N3CC3. Cell line: NCI-H322M. Synergy scores: CSS=12.4, Synergy_ZIP=-4.27, Synergy_Bliss=-7.28, Synergy_Loewe=-27.5, Synergy_HSA=-11.5. (4) Drug 1: CC12CCC3C(C1CCC2O)C(CC4=C3C=CC(=C4)O)CCCCCCCCCS(=O)CCCC(C(F)(F)F)(F)F. Drug 2: CCCCCOC(=O)NC1=NC(=O)N(C=C1F)C2C(C(C(O2)C)O)O. Cell line: KM12. Synergy scores: CSS=-5.31, Synergy_ZIP=7.77, Synergy_Bliss=11.6, Synergy_Loewe=0.445, Synergy_HSA=-1.47. (5) Drug 1: CCC1=CC2CC(C3=C(CN(C2)C1)C4=CC=CC=C4N3)(C5=C(C=C6C(=C5)C78CCN9C7C(C=CC9)(C(C(C8N6C)(C(=O)OC)O)OC(=O)C)CC)OC)C(=O)OC.C(C(C(=O)O)O)(C(=O)O)O. Drug 2: C1=NNC2=C1C(=O)NC=N2. Cell line: T-47D. Synergy scores: CSS=31.0, Synergy_ZIP=-1.63, Synergy_Bliss=3.35, Synergy_Loewe=-29.1, Synergy_HSA=2.54. (6) Drug 1: COC1=C2C(=CC3=C1OC=C3)C=CC(=O)O2. Drug 2: CC1CCCC2(C(O2)CC(NC(=O)CC(C(C(=O)C(C1O)C)(C)C)O)C(=CC3=CSC(=N3)C)C)C. Cell line: COLO 205. Synergy scores: CSS=53.8, Synergy_ZIP=4.37, Synergy_Bliss=1.23, Synergy_Loewe=-18.2, Synergy_HSA=0.702. (7) Drug 1: C1CC(=O)NC(=O)C1N2CC3=C(C2=O)C=CC=C3N. Cell line: SNB-19. Drug 2: C1=C(C(=O)NC(=O)N1)N(CCCl)CCCl. Synergy scores: CSS=27.5, Synergy_ZIP=2.15, Synergy_Bliss=1.34, Synergy_Loewe=-3.14, Synergy_HSA=2.88. (8) Drug 1: CCC1(CC2CC(C3=C(CCN(C2)C1)C4=CC=CC=C4N3)(C5=C(C=C6C(=C5)C78CCN9C7C(C=CC9)(C(C(C8N6C=O)(C(=O)OC)O)OC(=O)C)CC)OC)C(=O)OC)O.OS(=O)(=O)O. Drug 2: C(CN)CNCCSP(=O)(O)O. Cell line: LOX IMVI. Synergy scores: CSS=-4.72, Synergy_ZIP=-9.64, Synergy_Bliss=-17.4, Synergy_Loewe=-67.8, Synergy_HSA=-20.7.